From a dataset of Full USPTO retrosynthesis dataset with 1.9M reactions from patents (1976-2016). Predict the reactants needed to synthesize the given product. Given the product [Si:1]([O:8][C@H:9]1[CH2:18][C:17]2([CH2:20][CH2:19]2)[CH2:16][C:15]2[N:14]=[C:13]([CH:21]3[CH2:22][CH2:23][CH2:24][CH2:25]3)[C:12]([C@H:26]([C:28]3[CH:29]=[CH:30][C:31]([C:34]([F:35])([F:36])[F:37])=[CH:32][CH:33]=3)[OH:27])=[C:11]([CH:38]3[CH2:39][CH2:40][CH2:41][CH2:42][CH2:43]3)[C:10]1=2)([C:4]([CH3:7])([CH3:6])[CH3:5])([CH3:3])[CH3:2], predict the reactants needed to synthesize it. The reactants are: [Si:1]([O:8][C@H:9]1[CH2:18][C:17]2([CH2:20][CH2:19]2)[CH2:16][C:15]2[N:14]=[C:13]([CH:21]3[CH2:25][CH2:24][CH2:23][CH2:22]3)[C:12]([C:26]([C:28]3[CH:33]=[CH:32][C:31]([C:34]([F:37])([F:36])[F:35])=[CH:30][CH:29]=3)=[O:27])=[C:11]([CH:38]3[CH2:43][CH2:42][CH2:41][CH2:40][CH2:39]3)[C:10]1=2)([C:4]([CH3:7])([CH3:6])[CH3:5])([CH3:3])[CH3:2].[H-].C([Al+]CC(C)C)C(C)C.C(C(C(C([O-])=O)O)O)([O-])=O.[Na+].[K+].